This data is from Forward reaction prediction with 1.9M reactions from USPTO patents (1976-2016). The task is: Predict the product of the given reaction. (1) Given the reactants [Cl:1][C:2]1[CH:7]=[CH:6][C:5]([C:8]2(O)[C:17]3[CH:16]=[C:15]([C:18]4[CH:23]=[CH:22][N:21]=[CH:20][CH:19]=4)[S:14][C:13]=3[CH2:12][CH2:11][CH2:10][CH2:9]2)=[CH:4][CH:3]=1.ClCCCl.C([SiH](CC)CC)C.FC(F)(F)S(O)(=O)=O.C([O-])(O)=O.[Na+], predict the reaction product. The product is: [Cl:1][C:2]1[CH:7]=[CH:6][C:5]([CH:8]2[C:17]3[CH:16]=[C:15]([C:18]4[CH:19]=[CH:20][N:21]=[CH:22][CH:23]=4)[S:14][C:13]=3[CH2:12][CH2:11][CH2:10][CH2:9]2)=[CH:4][CH:3]=1. (2) Given the reactants [C:1]([OH:13])(=O)/[CH:2]=[CH:3]/[CH2:4][CH2:5][CH2:6][CH2:7][CH2:8][CH2:9][CH2:10][CH3:11].C(N(CC)CC)C.Cl.[O:22]1[CH2:26][CH2:25][CH:24]([CH2:27][NH2:28])[CH2:23]1.Cl.C(N=C=NCCCN(C)C)C, predict the reaction product. The product is: [O:22]1[CH2:26][CH2:25][CH:24]([CH2:27][NH:28][C:1](=[O:13])/[CH:2]=[CH:3]/[CH2:4][CH2:5][CH2:6][CH2:7][CH2:8][CH2:9][CH2:10][CH3:11])[CH2:23]1. (3) Given the reactants [CH3:1][C:2]1[NH:3][C:4]2[CH:10]=[CH:9][CH:8]=[CH:7][C:5]=2[N:6]=1.Cl[C:12]1[N:20]=[C:19]2[C:15]([N:16]=[C:17]([CH2:22][N:23]3[CH2:28][CH2:27][N:26]4[CH2:29][CH2:30][CH2:31][CH:25]4[CH2:24]3)[N:18]2[CH3:21])=[C:14]([N:32]2[CH2:37][CH2:36][O:35][CH2:34][CH2:33]2)[N:13]=1, predict the reaction product. The product is: [CH2:24]1[N:23]([CH2:22][C:17]2[N:18]([CH3:21])[C:19]3[C:15]([N:16]=2)=[C:14]([N:32]2[CH2:37][CH2:36][O:35][CH2:34][CH2:33]2)[N:13]=[C:12]([N:3]2[C:4]4[CH:10]=[CH:9][CH:8]=[CH:7][C:5]=4[N:6]=[C:2]2[CH3:1])[N:20]=3)[CH2:28][CH2:27][N:26]2[CH2:29][CH2:30][CH2:31][C@@H:25]12. (4) Given the reactants [CH:1]1([C:4]2[N:9]=[C:8]([OH:10])[C:7]([CH3:11])=[C:6]([OH:12])[N:5]=2)[CH2:3][CH2:2]1.Br[CH2:14][C:15]([O:17][CH3:18])=[O:16].C(=O)([O-])[O-].[K+].[K+].CN(C)C=O, predict the reaction product. The product is: [CH:1]1([C:4]2[N:9]=[C:8]([OH:10])[C:7]([CH3:11])=[C:6]([O:12][CH2:14][C:15]([O:17][CH3:18])=[O:16])[N:5]=2)[CH2:3][CH2:2]1. (5) The product is: [CH3:19][S:20]([O:1][CH2:2][C:3]1[N:8]=[C:7]([C:9]([O:11][CH3:12])=[O:10])[CH:6]=[CH:5][CH:4]=1)(=[O:22])=[O:21]. Given the reactants [OH:1][CH2:2][C:3]1[N:8]=[C:7]([C:9]([O-:11])=[O:10])[CH:6]=[CH:5][CH:4]=1.[CH2:12](N(CC)CC)C.[CH3:19][S:20](Cl)(=[O:22])=[O:21], predict the reaction product.